From a dataset of Full USPTO retrosynthesis dataset with 1.9M reactions from patents (1976-2016). Predict the reactants needed to synthesize the given product. (1) Given the product [NH2:24][C:25]1[C:33]2[C:32]([C:34]3[O:35][C:36]([CH3:39])=[CH:37][CH:38]=3)=[N:31][C:30]([S:40][CH3:41])=[N:29][C:28]=2[S:27][C:26]=1[C:42]([NH2:3])=[O:44], predict the reactants needed to synthesize it. The reactants are: Cl.C[N:3](C)CCCN=C=NCC.O.OC1C2N=NNC=2C=CC=1.[NH2:24][C:25]1[C:33]2[C:32]([C:34]3[O:35][C:36]([CH3:39])=[CH:37][CH:38]=3)=[N:31][C:30]([S:40][CH3:41])=[N:29][C:28]=2[S:27][C:26]=1[C:42]([OH:44])=O.N. (2) Given the product [C:5]([O:9][C:10]([N:12]([CH3:3])[CH2:13][C@H:14]([CH2:18][C:19]1[CH:24]=[C:23]([Cl:25])[CH:22]=[CH:21][C:20]=1[O:26][CH3:27])[C:15]([OH:17])=[O:16])=[O:11])([CH3:8])([CH3:7])[CH3:6], predict the reactants needed to synthesize it. The reactants are: [H-].[Na+].[CH3:3]I.[C:5]([O:9][C:10]([NH:12][CH2:13][C@H:14]([CH2:18][C:19]1[CH:24]=[C:23]([Cl:25])[CH:22]=[CH:21][C:20]=1[O:26][CH3:27])[C:15]([OH:17])=[O:16])=[O:11])([CH3:8])([CH3:7])[CH3:6].Cl.